Dataset: Full USPTO retrosynthesis dataset with 1.9M reactions from patents (1976-2016). Task: Predict the reactants needed to synthesize the given product. (1) Given the product [F:49][C:50]([F:65])([F:66])[O:51][C:52]1[CH:57]=[CH:56][CH:55]=[CH:54][C:53]=1[C:58]1[CH:63]=[CH:62][CH:61]=[C:60]([NH:64][C:22]([C:17]2[C:18](=[O:21])[O:19][C:20]3[C:15]([CH:16]=2)=[CH:14][CH:13]=[CH:12][C:11]=3[OH:10])=[O:24])[CH:59]=1, predict the reactants needed to synthesize it. The reactants are: CCN(C(C)C)C(C)C.[OH:10][C:11]1[CH:12]=[CH:13][CH:14]=[C:15]2[C:20]=1[O:19][C:18](=[O:21])[C:17]([C:22]([OH:24])=O)=[CH:16]2.CN(C(ON1N=NC2C=CC=NC1=2)=[N+](C)C)C.F[P-](F)(F)(F)(F)F.[F:49][C:50]([F:66])([F:65])[O:51][C:52]1[CH:57]=[CH:56][CH:55]=[CH:54][C:53]=1[C:58]1[CH:63]=[CH:62][CH:61]=[C:60]([NH2:64])[CH:59]=1. (2) Given the product [N:22]1([C:29]2[CH:34]=[CH:33][CH:32]=[CH:31][N:30]=2)[CH2:27][CH2:10][CH:9]([NH:8][C:6]([N:3]2[CH:2]=[CH:1][N:5]=[CH:4]2)=[O:7])[CH2:24][CH2:23]1, predict the reactants needed to synthesize it. The reactants are: [CH:1]1[N:5]=[CH:4][N:3]([C:6]([N:8]2C=N[CH:10]=[CH:9]2)=[O:7])[CH:2]=1.C(N(CC)CC)C.Cl.Cl.[N:22]1([C:29]2[CH:34]=[CH:33][CH:32]=[CH:31][N:30]=2)[CH2:27]CC(N)[CH2:24][CH2:23]1. (3) Given the product [CH2:1]([O:5][C:6]1[CH:7]=[C:8]([F:15])[C:9]([CH2:10][O:11][C:29]([N:26]2[CH2:27][CH2:28][N:23]([C:21]([O:20][C:16]([CH3:18])([CH3:17])[CH3:19])=[O:22])[CH2:24][C@H:25]2[CH2:32][CH3:33])=[O:30])=[C:12]([F:14])[CH:13]=1)[CH2:2][CH2:3][CH3:4], predict the reactants needed to synthesize it. The reactants are: [CH2:1]([O:5][C:6]1[CH:13]=[C:12]([F:14])[C:9]([CH2:10][OH:11])=[C:8]([F:15])[CH:7]=1)[CH2:2][CH2:3][CH3:4].[C:16]([O:20][C:21]([N:23]1[CH2:28][CH2:27][N:26]([C:29](Cl)=[O:30])[C@H:25]([CH2:32][CH3:33])[CH2:24]1)=[O:22])([CH3:19])([CH3:18])[CH3:17]. (4) Given the product [Br:1][C:2]1[N:7]=[C:6]([CH2:8][N:9]2[C:18]3[C:13](=[CH:14][CH:15]=[CH:16][CH:17]=3)[C:12](=[O:19])[C:11]([C:20]([C:21]3[CH:22]=[CH:23][C:24]([CH:27]=[O:28])=[CH:25][CH:26]=3)=[O:33])=[CH:10]2)[CH:5]=[CH:4][CH:3]=1, predict the reactants needed to synthesize it. The reactants are: [Br:1][C:2]1[N:7]=[C:6]([CH2:8][N:9]2[C:18]3[C:13](=[CH:14][CH:15]=[CH:16][CH:17]=3)[C:12](=[O:19])[C:11]([C:20](=[O:33])[C:21]3[CH:26]=[CH:25][C:24]([CH:27]4OCCC[O:28]4)=[CH:23][CH:22]=3)=[CH:10]2)[CH:5]=[CH:4][CH:3]=1.Cl. (5) Given the product [CH2:1]1[C:10]2[C:5](=[CH:6][CH:7]=[CH:8][CH:9]=2)[CH2:4][CH2:3][N:2]1[C:19]1[C:24]([CH:25]([CH2:30][CH2:31][CH3:32])[C:26]([O:28][CH3:29])=[O:27])=[C:23]([CH3:33])[N:22]=[C:21]([C:34]2[CH:35]=[CH:36][CH:37]=[CH:38][CH:39]=2)[N:20]=1, predict the reactants needed to synthesize it. The reactants are: [CH2:1]1[C:10]2[C:5](=[CH:6][CH:7]=[CH:8][CH:9]=2)[CH2:4][CH2:3][NH:2]1.C(N(CC)CC)C.Cl[C:19]1[C:24]([CH:25]([CH2:30][CH2:31][CH3:32])[C:26]([O:28][CH3:29])=[O:27])=[C:23]([CH3:33])[N:22]=[C:21]([C:34]2[CH:39]=[CH:38][CH:37]=[CH:36][CH:35]=2)[N:20]=1. (6) Given the product [C:3]([O:7][C:8](=[O:33])[N:9]([CH2:22][C:23]1[CH:32]=[CH:31][C:26]2[O:27][CH2:28][CH2:29][O:30][C:25]=2[CH:24]=1)[CH:10]1[CH2:15][CH2:14][NH:13][CH2:12][CH2:11]1)([CH3:6])([CH3:4])[CH3:5], predict the reactants needed to synthesize it. The reactants are: CO.[C:3]([O:7][C:8](=[O:33])[N:9]([CH2:22][C:23]1[CH:32]=[CH:31][C:26]2[O:27][CH2:28][CH2:29][O:30][C:25]=2[CH:24]=1)[CH:10]1[CH2:15][CH2:14][N:13](C(=O)C(F)(F)F)[CH2:12][CH2:11]1)([CH3:6])([CH3:5])[CH3:4].C(=O)([O-])[O-].[K+].[K+]. (7) Given the product [C:58]([NH:20][CH2:23][C@@H:24]1[O:28][C:27](=[O:29])[N:26]([C:30]2[CH:35]=[CH:34][C:33]([S:36][C:37]([C:50]3[CH:55]=[CH:54][CH:53]=[CH:52][CH:51]=3)([C:44]3[CH:49]=[CH:48][CH:47]=[CH:46][CH:45]=3)[C:38]3[CH:43]=[CH:42][CH:41]=[CH:40][CH:39]=3)=[C:32]([F:56])[CH:31]=2)[CH2:25]1)(=[O:60])[CH3:59], predict the reactants needed to synthesize it. The reactants are: C1(P(C2C=CC=CC=2)C2C=CC=CC=2)C=CC=CC=1.[N:20]([CH2:23][C@H:24]1[O:28][C:27](=[O:29])[N:26]([C:30]2[CH:35]=[CH:34][C:33]([S:36][C:37]([C:50]3[CH:55]=[CH:54][CH:53]=[CH:52][CH:51]=3)([C:44]3[CH:49]=[CH:48][CH:47]=[CH:46][CH:45]=3)[C:38]3[CH:43]=[CH:42][CH:41]=[CH:40][CH:39]=3)=[C:32]([F:56])[CH:31]=2)[CH2:25]1)=[N+]=[N-].O.[C:58](OC(=O)C)(=[O:60])[CH3:59].N1C=CC=CC=1. (8) Given the product [Br:5][C:6]1[CH:7]=[N:8][C:9]([C:12]([Cl:3])=[O:14])=[N:10][CH:11]=1, predict the reactants needed to synthesize it. The reactants are: S(Cl)([Cl:3])=O.[Br:5][C:6]1[CH:7]=[N:8][C:9]([C:12]([OH:14])=O)=[N:10][CH:11]=1. (9) The reactants are: [OH:1][CH:2]([CH2:8][N:9]([CH3:22])[S:10]([C:13]1[CH:18]=[CH:17][CH:16]=[CH:15][C:14]=1[N+:19]([O-:21])=[O:20])(=[O:12])=[O:11])[CH2:3][C:4]([O:6]C)=[O:5].[Li+:23].[OH-]. Given the product [OH:1][CH:2]([CH2:8][N:9]([CH3:22])[S:10]([C:13]1[CH:18]=[CH:17][CH:16]=[CH:15][C:14]=1[N+:19]([O-:21])=[O:20])(=[O:11])=[O:12])[CH2:3][C:4]([O-:6])=[O:5].[Li+:23], predict the reactants needed to synthesize it. (10) The reactants are: [CH2:1]([C:3]1[CH:8]=[CH:7][C:6]([N:9]2[CH2:13][CH2:12][C:11]3([CH2:18][CH2:17][NH:16][CH2:15][CH2:14]3)[C:10]2=[O:19])=[CH:5][CH:4]=1)[CH3:2].O=C(Cl)[O:22][C:23](Cl)(Cl)Cl.[F:28][C:29]1[CH:36]=[CH:35][C:32]([CH2:33][NH2:34])=[CH:31][CH:30]=1. Given the product [F:28][C:29]1[CH:36]=[CH:35][C:32]([CH2:33][NH:34][C:23]([N:16]2[CH2:17][CH2:18][C:11]3([C:10](=[O:19])[N:9]([C:6]4[CH:5]=[CH:4][C:3]([CH2:1][CH3:2])=[CH:8][CH:7]=4)[CH2:13][CH2:12]3)[CH2:14][CH2:15]2)=[O:22])=[CH:31][CH:30]=1, predict the reactants needed to synthesize it.